From a dataset of Full USPTO retrosynthesis dataset with 1.9M reactions from patents (1976-2016). Predict the reactants needed to synthesize the given product. (1) Given the product [Br:15][C:16]1[CH:21]=[C:20]([F:22])[CH:19]=[CH:18][C:17]=1[C@@H:23]1[N:24]=[C:25]([C:35]2[S:36][CH:37]=[CH:38][N:39]=2)[NH:26][C:27]([CH2:33][N:6]2[CH2:7][C:3]([F:2])([F:14])[CH2:4][C@H:5]2[CH2:8][CH:9]([CH3:13])[C:10]([OH:12])=[O:11])=[C:28]1[C:29]([O:31][CH3:32])=[O:30], predict the reactants needed to synthesize it. The reactants are: Cl.[F:2][C:3]1([F:14])[CH2:7][NH:6][C@H:5]([CH2:8][CH:9]([CH3:13])[C:10]([OH:12])=[O:11])[CH2:4]1.[Br:15][C:16]1[CH:21]=[C:20]([F:22])[CH:19]=[CH:18][C:17]=1[C@H:23]1[C:28]([C:29]([O:31][CH3:32])=[O:30])=[C:27]([CH2:33]Br)[NH:26][C:25]([C:35]2[S:36][CH:37]=[CH:38][N:39]=2)=[N:24]1.C(=O)([O-])[O-].[K+].[K+]. (2) The reactants are: FC(F)(F)[C:3]([N:5](C)[CH:6]1[CH2:11][CH2:10][CH:9]([NH:12][C:13]2[N:22]=[C:21]([C:23]3[CH:28]=[CH:27][C:26]([N:29]4[CH2:34][CH2:33][O:32][CH2:31][CH2:30]4)=[CH:25][CH:24]=3)[CH:20]=[C:19]3[C:14]=2[CH:15]=[CH:16][CH:17]=[N:18]3)[CH2:8][CH2:7]1)=O.[OH-].[Na+]. Given the product [CH3:3][NH:5][CH:6]1[CH2:11][CH2:10][CH:9]([NH:12][C:13]2[N:22]=[C:21]([C:23]3[CH:28]=[CH:27][C:26]([N:29]4[CH2:34][CH2:33][O:32][CH2:31][CH2:30]4)=[CH:25][CH:24]=3)[CH:20]=[C:19]3[C:14]=2[CH:15]=[CH:16][CH:17]=[N:18]3)[CH2:8][CH2:7]1, predict the reactants needed to synthesize it.